Dataset: Catalyst prediction with 721,799 reactions and 888 catalyst types from USPTO. Task: Predict which catalyst facilitates the given reaction. (1) Reactant: [C:1]([C:3]([CH3:34])([CH3:33])[C:4]1[CH:9]=[CH:8][C:7]([N:10]2[CH2:15][CH2:14][C:13]3[C:16]([C:27]([O:29]CC)=O)=[N:17][N:18]([C:19]4[CH:24]=[CH:23][C:22]([O:25][CH3:26])=[CH:21][CH:20]=4)[C:12]=3[C:11]2=[O:32])=[CH:6][CH:5]=1)#[N:2].[NH3:35]. Product: [C:1]([C:3]([C:4]1[CH:9]=[CH:8][C:7]([N:10]2[CH2:15][CH2:14][C:13]3[C:16]([C:27]([NH2:35])=[O:29])=[N:17][N:18]([C:19]4[CH:20]=[CH:21][C:22]([O:25][CH3:26])=[CH:23][CH:24]=4)[C:12]=3[C:11]2=[O:32])=[CH:6][CH:5]=1)([CH3:33])[CH3:34])#[N:2]. The catalyst class is: 196. (2) Product: [CH2:42]([O:41][C:39](=[O:40])[CH2:38][N:24]1[CH:23]([CH2:28][OH:29])[C:22]2[CH:30]=[C:18]([C:6]3[C:5]4[C:9](=[CH:10][C:2]([F:1])=[CH:3][CH:4]=4)[N:8]([C:11]([O:13][C:14]([CH3:17])([CH3:16])[CH3:15])=[O:12])[CH:7]=3)[CH:19]=[CH:20][C:21]=2[S:25]1(=[O:26])=[O:27])[CH3:43]. The catalyst class is: 3. Reactant: [F:1][C:2]1[CH:10]=[C:9]2[C:5]([C:6]([C:18]3[CH:19]=[CH:20][C:21]4[S:25](=[O:27])(=[O:26])[NH:24][CH:23]([CH2:28][OH:29])[C:22]=4[CH:30]=3)=[CH:7][N:8]2[C:11]([O:13][C:14]([CH3:17])([CH3:16])[CH3:15])=[O:12])=[CH:4][CH:3]=1.C([O-])([O-])=O.[K+].[K+].Br[CH2:38][C:39]([O:41][CH2:42][CH3:43])=[O:40].O. (3) Reactant: [CH3:1][CH2:2][CH2:3][CH2:4][CH2:5][CH2:6][CH2:7][CH2:8][CH2:9][CH2:10][CH2:11][CH2:12][CH2:13][CH2:14][O:15][C:16]1[O:20][C:19]([C:21]([OH:23])=[O:22])=[CH:18][CH:17]=1. Product: [CH3:1][CH2:2][CH2:3][CH2:4][CH2:5][CH2:6][CH2:7][CH2:8][CH2:9][CH2:10][CH2:11][CH2:12][CH2:13][CH2:14][O:15][C:16]1[O:20][C:19]([C:21]([OH:23])=[O:22])=[CH:18][CH:17]=1.[C:16]([O-:20])(=[O:15])[CH3:17]. The catalyst class is: 15. (4) Reactant: [NH2:1][C:2]1[CH:10]=[CH:9][C:8]([F:11])=[CH:7][C:3]=1[C:4]([OH:6])=[O:5].[Br:12]Br. Product: [NH2:1][C:2]1[C:10]([Br:12])=[CH:9][C:8]([F:11])=[CH:7][C:3]=1[C:4]([OH:6])=[O:5].[BrH:12]. The catalyst class is: 22. (5) Reactant: [CH2:1]([O:8][C:9]([C@H:11]1[CH2:16][CH2:15][C@@H:14]([NH:17][C:18]([C:20]2[C:21](Cl)=[N:22][CH:23]=[C:24]([F:26])[CH:25]=2)=[O:19])[CH2:13][CH2:12]1)=[O:10])[C:2]1[CH:7]=[CH:6][CH:5]=[CH:4][CH:3]=1.[CH3:28][S:29][C:30]1[CH:31]=[C:32]([OH:36])[CH:33]=[CH:34][CH:35]=1.C(=O)([O-])[O-].[Cs+].[Cs+]. Product: [CH2:1]([O:8][C:9]([C@H:11]1[CH2:16][CH2:15][C@@H:14]([NH:17][C:18]([C:20]2[C:21]([O:36][C:32]3[CH:33]=[CH:34][CH:35]=[C:30]([S:29][CH3:28])[CH:31]=3)=[N:22][CH:23]=[C:24]([F:26])[CH:25]=2)=[O:19])[CH2:13][CH2:12]1)=[O:10])[C:2]1[CH:7]=[CH:6][CH:5]=[CH:4][CH:3]=1. The catalyst class is: 9. (6) Reactant: C[O:2][C:3](=[O:42])[C:4]1[CH:9]=[CH:8][C:7]([CH2:10][NH:11][C:12]([C@H:14]2[C@H:18]([C:19]3[CH:24]=[CH:23][CH:22]=[C:21]([Cl:25])[C:20]=3[F:26])[C@:17]([C:29]3[CH:34]=[CH:33][C:32]([Cl:35])=[CH:31][C:30]=3[F:36])([C:27]#[N:28])[C@H:16]([CH2:37][C:38]([CH3:41])([CH3:40])[CH3:39])[NH:15]2)=[O:13])=[CH:6][CH:5]=1.[OH-].[Na+]. Product: [Cl:25][C:21]1[C:20]([F:26])=[C:19]([C@@H:18]2[C@:17]([C:29]3[CH:34]=[CH:33][C:32]([Cl:35])=[CH:31][C:30]=3[F:36])([C:27]#[N:28])[C@H:16]([CH2:37][C:38]([CH3:41])([CH3:40])[CH3:39])[NH:15][C@H:14]2[C:12]([NH:11][CH2:10][C:7]2[CH:6]=[CH:5][C:4]([C:3]([OH:42])=[O:2])=[CH:9][CH:8]=2)=[O:13])[CH:24]=[CH:23][CH:22]=1. The catalyst class is: 5. (7) Reactant: [N:1]1([C:6]2[CH:30]=[CH:29][C:9]([O:10][CH2:11][CH2:12][C@@H:13]3[CH2:15][C@@H:14]3[CH:16]3[CH2:21][CH2:20][N:19]([C:22]([O:24][CH2:25][CH:26](C)[CH3:27])=[O:23])[CH2:18][CH2:17]3)=[CH:8][CH:7]=2)[CH:5]=[N:4][N:3]=[N:2]1.[CH2:31](N(CC)CC)C.C(=O)(OC1(C)CC1)ON1C(=O)CCC1=O. Product: [N:1]1([C:6]2[CH:30]=[CH:29][C:9]([O:10][CH2:11][CH2:12][C@@H:13]3[CH2:15][C@@H:14]3[CH:16]3[CH2:21][CH2:20][N:19]([C:22]([O:24][C:25]4([CH3:31])[CH2:26][CH2:27]4)=[O:23])[CH2:18][CH2:17]3)=[CH:8][CH:7]=2)[CH:5]=[N:4][N:3]=[N:2]1. The catalyst class is: 4. (8) Reactant: [CH3:1][Mg]Cl.[C:4]([NH:12][C:13]1([CH2:17][CH:18]=[O:19])[CH2:16][CH2:15][CH2:14]1)(=[O:11])[C:5]1[CH:10]=[CH:9][CH:8]=[CH:7][CH:6]=1.[NH4+].[Cl-]. Product: [C:4]([NH:12][C:13]1([CH2:17][CH:18]([OH:19])[CH3:1])[CH2:16][CH2:15][CH2:14]1)(=[O:11])[C:5]1[CH:10]=[CH:9][CH:8]=[CH:7][CH:6]=1. The catalyst class is: 1.